From a dataset of Reaction yield outcomes from USPTO patents with 853,638 reactions. Predict the reaction yield, written as a fraction of the theoretical maximum amount of product (1.0 means a 100% yield; for example, 0.34 means a 34% yield). (1) The reactants are [C:1]([O:20]C)(=O)[CH2:2][CH2:3][CH2:4][CH2:5]/[CH:6]=[CH:7]\[CH2:8]/[CH:9]=[CH:10]\[CH2:11]/[CH:12]=[CH:13]\[CH2:14][CH2:15][CH2:16][CH2:17][CH3:18].[H-].[Na+].[OH-].[Na+]. The catalyst is C1(C)C(C)=CC=CC=1.O.O1CCCC1. The product is [CH3:17][CH2:16][CH2:15][CH2:14][CH2:13]/[CH:12]=[CH:11]\[CH2:10]/[CH:9]=[CH:8]\[CH2:7]/[CH:6]=[CH:5]\[CH2:4][CH2:3][CH2:2][CH2:1][C:1](=[O:20])[CH2:2][CH2:3][CH2:4][CH2:5]/[CH:6]=[CH:7]\[CH2:8]/[CH:9]=[CH:10]\[CH2:11]/[CH:12]=[CH:13]\[CH2:14][CH2:15][CH2:16][CH2:17][CH3:18]. The yield is 0.900. (2) The reactants are [C:1]([O:5][C:6]([N:8]1[CH2:13][CH2:12][CH:11]([NH:14][CH3:15])[CH2:10][CH2:9]1)=[O:7])([CH3:4])([CH3:3])[CH3:2].[C:16](Cl)(=[O:18])[CH3:17]. The catalyst is ClCl. The product is [C:1]([O:5][C:6]([N:8]1[CH2:9][CH2:10][CH:11]([N:14]([C:16](=[O:18])[CH3:17])[CH3:15])[CH2:12][CH2:13]1)=[O:7])([CH3:4])([CH3:3])[CH3:2]. The yield is 0.960. (3) The reactants are Cl[C:2]1[CH:7]=[CH:6][N:5]=[C:4]2[CH:8]=[C:9]([C:11]([N:13]3[CH2:17][CH2:16][CH2:15][C@H:14]3[CH2:18][O:19][CH3:20])=[O:12])[S:10][C:3]=12.[CH:21]1([NH:24][C:25]([C:27]2[C:28]3[CH:36]=[CH:35][C:34]([OH:37])=[CH:33][C:29]=3[S:30][C:31]=2[CH3:32])=[O:26])[CH2:23][CH2:22]1.C([O-])([O-])=O.[Cs+].[Cs+]. No catalyst specified. The product is [CH:21]1([NH:24][C:25]([C:27]2[C:28]3[CH:36]=[CH:35][C:34]([O:37][C:2]4[CH:7]=[CH:6][N:5]=[C:4]5[CH:8]=[C:9]([C:11]([N:13]6[CH2:17][CH2:16][CH2:15][C@H:14]6[CH2:18][O:19][CH3:20])=[O:12])[S:10][C:3]=45)=[CH:33][C:29]=3[S:30][C:31]=2[CH3:32])=[O:26])[CH2:23][CH2:22]1. The yield is 0.700. (4) The reactants are [C:1]([O:5][C:6](=[O:35])[NH:7][CH:8]([CH2:27][C:28]1[CH:33]=[CH:32][C:31]([Cl:34])=[CH:30][CH:29]=1)[C:9]([N:11]1[CH2:16][CH2:15][N:14]([C:17]2[C:18]3[S:25][C:24](I)=[CH:23][C:19]=3[N:20]=[CH:21][N:22]=2)[CH2:13][CH2:12]1)=[O:10])([CH3:4])([CH3:3])[CH3:2].C([O-])([O-])=O.[Na+].[Na+].[S:42]1[CH:46]=[CH:45][C:44](B(O)O)=[CH:43]1. The catalyst is CN(C=O)C.C1C=CC([P]([Pd]([P](C2C=CC=CC=2)(C2C=CC=CC=2)C2C=CC=CC=2)([P](C2C=CC=CC=2)(C2C=CC=CC=2)C2C=CC=CC=2)[P](C2C=CC=CC=2)(C2C=CC=CC=2)C2C=CC=CC=2)(C2C=CC=CC=2)C2C=CC=CC=2)=CC=1. The product is [C:1]([O:5][C:6](=[O:35])[NH:7][CH:8]([CH2:27][C:28]1[CH:33]=[CH:32][C:31]([Cl:34])=[CH:30][CH:29]=1)[C:9](=[O:10])[N:11]1[CH2:16][CH2:15][N:14]([C:17]2[C:18]3[S:25][C:24]([C:44]4[CH:45]=[CH:46][S:42][CH:43]=4)=[CH:23][C:19]=3[N:20]=[CH:21][N:22]=2)[CH2:13][CH2:12]1)([CH3:4])([CH3:3])[CH3:2]. The yield is 0.344.